Dataset: Acute oral toxicity (LD50) regression data from Zhu et al.. Task: Regression/Classification. Given a drug SMILES string, predict its toxicity properties. Task type varies by dataset: regression for continuous values (e.g., LD50, hERG inhibition percentage) or binary classification for toxic/non-toxic outcomes (e.g., AMES mutagenicity, cardiotoxicity, hepatotoxicity). Dataset: ld50_zhu. (1) The molecule is N#CC(CCN1CCC(C(N)=O)(N2CCCCC2)CC1)(c1ccccc1)c1ccccc1. The rat oral LD50 is 3.13, given as -log10 of the dose in mol/kg body weight (higher means more acutely toxic). (2) The molecule is C=CC(C)(CCC=C(C)C)OC(=O)C=Cc1ccccc1. The rat oral LD50 is 1.46, given as -log10 of the dose in mol/kg body weight (higher means more acutely toxic). (3) The drug is OCCN1CN(CCO)CN(CCO)C1. The rat oral LD50 is 2.46, given as -log10 of the dose in mol/kg body weight (higher means more acutely toxic). (4) The molecule is c1ccc2c(c1)CCCC2. The rat oral LD50 is 1.67, given as -log10 of the dose in mol/kg body weight (higher means more acutely toxic). (5) The compound is Cc1cccc(C(C)C)c1. The rat oral LD50 is 1.66, given as -log10 of the dose in mol/kg body weight (higher means more acutely toxic). (6) The molecule is CCOC=CC(OCC)OCC. The rat oral LD50 is 1.85, given as -log10 of the dose in mol/kg body weight (higher means more acutely toxic). (7) The molecule is CCCCN. The rat oral LD50 is 2.30, given as -log10 of the dose in mol/kg body weight (higher means more acutely toxic). (8) The drug is CN(C)CCOCCOCCN(C)C. The rat oral LD50 is 1.86, given as -log10 of the dose in mol/kg body weight (higher means more acutely toxic). (9) The compound is CC(C)CCCCCN(CCCCCC(C)C)CCCCCC(C)C. The rat oral LD50 is 2.34, given as -log10 of the dose in mol/kg body weight (higher means more acutely toxic). (10) The drug is COC1OC(CNC(=O)N(CCCl)N=O)C(O)C(O)C1O. The rat oral LD50 is 3.85, given as -log10 of the dose in mol/kg body weight (higher means more acutely toxic).